This data is from Catalyst prediction with 721,799 reactions and 888 catalyst types from USPTO. The task is: Predict which catalyst facilitates the given reaction. (1) Reactant: Br[C:2]1[CH:3]=[C:4]([N:24]([CH2:31][CH3:32])[CH:25]2[CH2:30][CH2:29][O:28][CH2:27][CH2:26]2)[C:5]([CH3:23])=[C:6]([CH:22]=1)[C:7]([NH:9][CH2:10][C:11]1[C:12](=[O:21])[NH:13][C:14]([CH3:20])=[CH:15][C:16]=1[CH2:17][CH2:18][CH3:19])=[O:8].CC1(C)C(C)(C)OB([C:41]2[CH:42]=[CH:43][C:44]([CH:47]=[O:48])=[N:45][CH:46]=2)O1.C([O-])([O-])=O.[Na+].[Na+]. Product: [CH2:31]([N:24]([CH:25]1[CH2:30][CH2:29][O:28][CH2:27][CH2:26]1)[C:4]1[C:5]([CH3:23])=[C:6]([CH:22]=[C:2]([C:41]2[CH:46]=[N:45][C:44]([CH:47]=[O:48])=[CH:43][CH:42]=2)[CH:3]=1)[C:7]([NH:9][CH2:10][C:11]1[C:12](=[O:21])[NH:13][C:14]([CH3:20])=[CH:15][C:16]=1[CH2:17][CH2:18][CH3:19])=[O:8])[CH3:32]. The catalyst class is: 77. (2) Reactant: [CH3:1][O:2][C:3]1[CH:10]=[CH:9][C:6]([CH2:7]O)=[CH:5][C:4]=1[C:11]1[C:20]([CH3:21])=[CH:19][C:18]2[C:17]([CH3:23])([CH3:22])[CH2:16][CH:15]([CH3:24])[CH:14]([CH3:25])[C:13]=2[CH:12]=1.[BrH:26]. Product: [CH3:1][O:2][C:3]1[CH:10]=[CH:9][C:6]([CH2:7][Br:26])=[CH:5][C:4]=1[C:11]1[C:20]([CH3:21])=[CH:19][C:18]2[C:17]([CH3:23])([CH3:22])[CH2:16][CH:15]([CH3:24])[CH:14]([CH3:25])[C:13]=2[CH:12]=1. The catalyst class is: 342. (3) Reactant: [C:1]([O:5][C:6](=[O:13])[NH:7][C:8]1[N:9]=[CH:10][S:11][CH:12]=1)([CH3:4])([CH3:3])[CH3:2].[Li+].C[Si]([N-][Si](C)(C)C)(C)C.[F:24][C:25]1[CH:30]=[C:29]([F:31])[C:28]([Br:32])=[CH:27][C:26]=1[S:33](N)(=[O:35])=[O:34]. Product: [C:1]([O:5][C:6](=[O:13])[N:7]([S:33]([C:26]1[CH:27]=[C:28]([Br:32])[C:29]([F:31])=[CH:30][C:25]=1[F:24])(=[O:35])=[O:34])[C:8]1[N:9]=[CH:10][S:11][CH:12]=1)([CH3:4])([CH3:2])[CH3:3]. The catalyst class is: 1. (4) Reactant: C[O:2][C:3](=[O:40])[C:4]([CH3:39])([CH3:38])[CH2:5][CH2:6][CH2:7][C:8]1[CH:13]=[CH:12][C:11]([C:14]([N:16]2[C:25]3[C:20](=[CH:21][CH:22]=[CH:23][CH:24]=3)[C@H:19]([N:26]([C:34](=[O:36])[CH3:35])[C:27]3[CH:32]=[CH:31][C:30]([Cl:33])=[CH:29][CH:28]=3)[CH2:18][C@@H:17]2[CH3:37])=[O:15])=[CH:10][CH:9]=1.[OH-].[Na+]. Product: [C:34]([N:26]([C:27]1[CH:28]=[CH:29][C:30]([Cl:33])=[CH:31][CH:32]=1)[C@H:19]1[C:20]2[C:25](=[CH:24][CH:23]=[CH:22][CH:21]=2)[N:16]([C:14]([C:11]2[CH:12]=[CH:13][C:8]([CH2:7][CH2:6][CH2:5][C:4]([CH3:39])([CH3:38])[C:3]([OH:40])=[O:2])=[CH:9][CH:10]=2)=[O:15])[C@@H:17]([CH3:37])[CH2:18]1)(=[O:36])[CH3:35]. The catalyst class is: 364.